This data is from Reaction yield outcomes from USPTO patents with 853,638 reactions. The task is: Predict the reaction yield, written as a fraction of the theoretical maximum amount of product (1.0 means a 100% yield; for example, 0.34 means a 34% yield). (1) The reactants are [Cl:1][C:2]1[CH:3]=[C:4]([N:10]2[C@@H:18]([C:19]3[O:20][C:21]([CH3:24])=[CH:22][CH:23]=3)[C@@H:17]3[C:12]([C:13]4[CH:28]=[CH:27][C:26]([C:29]([OH:31])=O)=[CH:25][C:14]=4[CH2:15][CH2:16]3)=[N:11]2)[CH:5]=[CH:6][C:7]=1[C:8]#[N:9].Cl.[CH3:33][S:34]([CH2:37][CH2:38][NH2:39])(=[O:36])=[O:35]. No catalyst specified. The product is [Cl:1][C:2]1[CH:3]=[C:4]([N:10]2[C@@H:18]([C:19]3[O:20][C:21]([CH3:24])=[CH:22][CH:23]=3)[C@@H:17]3[C:12]([C:13]4[CH:28]=[CH:27][C:26]([C:29]([NH:39][CH2:38][CH2:37][S:34]([CH3:33])(=[O:36])=[O:35])=[O:31])=[CH:25][C:14]=4[CH2:15][CH2:16]3)=[N:11]2)[CH:5]=[CH:6][C:7]=1[C:8]#[N:9]. The yield is 0.700. (2) The reactants are I[C:2]1[C:11]2[C:6](=[CH:7][CH:8]=[C:9]([O:12][CH3:13])[CH:10]=2)[CH:5]=[CH:4][C:3]=1[N+:14]([O-:16])=[O:15].[F-:17].[K+].[F:19][C:20]([F:28])(S(F)(=O)=O)C([O-])=O. The catalyst is CN(C)C=O.[Cu]I. The product is [CH3:13][O:12][C:9]1[CH:10]=[C:11]2[C:6]([CH:5]=[CH:4][C:3]([N+:14]([O-:16])=[O:15])=[C:2]2[C:20]([F:28])([F:17])[F:19])=[CH:7][CH:8]=1. The yield is 0.660. (3) The catalyst is CC#N. The yield is 0.578. The product is [CH:16]1([O:15][C:14]2[CH:13]=[CH:12][C:7]([C:8]([O:10][CH3:11])=[O:9])=[CH:6][C:5]=2[S:2]([N:22]2[CH2:23][CH:24]([OH:26])[CH2:25][O:19][CH2:20][CH2:21]2)(=[O:4])=[O:3])[CH2:18][CH2:17]1. The reactants are Cl[S:2]([C:5]1[CH:6]=[C:7]([CH:12]=[CH:13][C:14]=1[O:15][CH:16]1[CH2:18][CH2:17]1)[C:8]([O:10][CH3:11])=[O:9])(=[O:4])=[O:3].[O:19]1[CH2:25][CH:24]([OH:26])[CH2:23][NH:22][CH2:21][CH2:20]1. (4) The reactants are [C:1](=O)([O:30]C1C=CC([N+]([O-])=O)=CC=1)[O:2][C@@H:3]1[CH2:19][C@@H:18]2[C@@:6]([CH3:29])([C@@H:7]3[C@@H:15]([CH2:16][CH2:17]2)[C@:14]2([OH:20])[C@@:10]([CH3:28])([C@@H:11]([C:21]4[CH:22]=[CH:23][C:24](=[O:27])[O:25][CH:26]=4)[CH2:12][CH2:13]2)[CH2:9][CH2:8]3)[CH2:5][CH2:4]1.[N:41]1([CH2:46][CH2:47][NH2:48])[CH2:45][CH2:44][CH2:43][CH2:42]1. The catalyst is C(Cl)Cl. The product is [N:41]1([CH2:46][CH2:47][NH:48][C:1](=[O:30])[O:2][C@@H:3]2[CH2:19][C@@H:18]3[C@@:6]([CH3:29])([C@@H:7]4[C@@H:15]([CH2:16][CH2:17]3)[C@:14]3([OH:20])[C@@:10]([CH3:28])([C@@H:11]([C:21]5[CH:22]=[CH:23][C:24](=[O:27])[O:25][CH:26]=5)[CH2:12][CH2:13]3)[CH2:9][CH2:8]4)[CH2:5][CH2:4]2)[CH2:45][CH2:44][CH2:43][CH2:42]1. The yield is 0.750.